Dataset: Forward reaction prediction with 1.9M reactions from USPTO patents (1976-2016). Task: Predict the product of the given reaction. Given the reactants [OH:1][CH2:2][C:3]1[CH:4]=[C:5]([CH:9]2[CH2:14][CH2:13][N:12]([C:15]([O:17][C:18]([CH3:21])([CH3:20])[CH3:19])=[O:16])[CH2:11][CH:10]2[O:22][CH2:23][C:24]2[CH:33]=[CH:32][C:31]3[C:26](=[CH:27][CH:28]=[CH:29][CH:30]=3)[CH:25]=2)[CH:6]=[CH:7][CH:8]=1.[C:34](Cl)(=[O:41])[C:35]1[CH:40]=[CH:39][CH:38]=[CH:37][CH:36]=1, predict the reaction product. The product is: [C:34]([O:1][CH2:2][C:3]1[CH:4]=[C:5]([CH:9]2[CH2:14][CH2:13][N:12]([C:15]([O:17][C:18]([CH3:19])([CH3:21])[CH3:20])=[O:16])[CH2:11][CH:10]2[O:22][CH2:23][C:24]2[CH:33]=[CH:32][C:31]3[C:26](=[CH:27][CH:28]=[CH:29][CH:30]=3)[CH:25]=2)[CH:6]=[CH:7][CH:8]=1)(=[O:41])[C:35]1[CH:40]=[CH:39][CH:38]=[CH:37][CH:36]=1.